From a dataset of Experimentally validated miRNA-target interactions with 360,000+ pairs, plus equal number of negative samples. Binary Classification. Given a miRNA mature sequence and a target amino acid sequence, predict their likelihood of interaction. (1) The miRNA is hsa-miR-6809-3p with sequence CUUCUCUUCUCUCCUUCCCAG. The protein sequence of the target gene is MAANMYRVGDYVYFENSSSNPYLIRRIEELNKTASGNVEAKVVCFYRRRDISNTLIMLADKHAKEIEEESETTVEADLTDKQKHQLKHRELFLSRQYESLPATHIRGKCSVALLNETESVLSYLDKEDTFFYSLVYDPSLKTLLADKGEIRVGPRYQADIPEMLLEGESDEREQSKLEVKVWDPNSPLTDRQIDQFLVVARAVGTFARALDCSSSVRQPSLHMSAAAASRDITLFHAMDTLYRHSYDLSSAISVLVPLGGPVLCRDEMEEWSASEASLFEEALEKYGKDFNDIRQDFLPW.... Result: 1 (interaction). (2) The miRNA is mmu-miR-298-5p with sequence GGCAGAGGAGGGCUGUUCUUCCC. The protein sequence of the target gene is MNTRNRVVNSGLGASPASRPTRDPQDPSGRQGELSPVEDQREGLEAAPKGPSRESVVHAGQRRTSAYTLIAPNINRRNEIQRIAEQELANLEKWKEQNRAKPVHLVPRRLGGSQSETEVRQKQQLQLMQSKYKQKLKREESVRIKKEAEEAELQKMKAIQREKSNKLEEKKRLQENLRREAFREHQQYKTAEFLSKLNTESPDRSACQSAVCGPQSSTWKLPILPRDHSWARSWAYRDSLKAEENRKLQKMKDEQHQKSELLELKRQQQEQERAKIHQTEHRRVNNAFLDRLQGKSQPGG.... Result: 0 (no interaction). (3) The miRNA is hsa-miR-371a-5p with sequence ACUCAAACUGUGGGGGCACU. The protein sequence of the target gene is MAHGSVTFRDVAIDFSQEEWEFLDPAQRDLYRDVMWENYSNFISLGPSISKPDVITLLDEERKEPGMVVREGTRRYCPDLESRYRTNTLSPEKDIYEIYSFQWDIMERIKSYSLQGSIFRNDWECKSKIEGEKEQQEGYFGQVKITSEKMTTYKRHNFLTEYQIVHNGEKVYECKECRKTFIRRSTLSQHLRIHTGEKPYKCKECGQAFRQRAHLIRHHKLHTGEKPYECKECGKAFTVLQELTQHQRLHTGEKPYECKECGKAFRVHQQLARHQRIHTGEKPYECKDCGKTFRQCTHLT.... Result: 1 (interaction). (4) The miRNA is hsa-miR-26b-5p with sequence UUCAAGUAAUUCAGGAUAGGU. The protein sequence of the target gene is MAEGGEGGEDEIQFLRTEDEVVLQCIATIHKEQRKFCLAAEGLGNRLCFLEPTSEAKYIPPDLCVCNFVLEQSLSVRALQEMLANTGENGGEGAAQGGGHRTLLYGHAVLLRHSFSGMYLTCLTTSRSQTDKLAFDVGLREHATGEACWWTIHPASKQRSEGEKVRIGDDLILVSVSSERYLHLSVSNGNIQVDASFMQTLWNVHPTCSGSSIEEGYLLGGHVVRLFHGHDECLTIPSTDQNDSQHRRIFYEAGGAGTRARSLWRVEPLRISWSGSNIRWGQAFRLRHLTTGHYLALTED.... Result: 1 (interaction). (5) The miRNA is mmu-miR-292a-5p with sequence ACUCAAACUGGGGGCUCUUUUG. The protein sequence of the target gene is MPGTALSPLLLLLLLSWASRNEAAPDQDEIDCLPGLAKQPSFRQYSGYLRASDSKHFHYWFVESQNDPKNSPVVLWLNGGPGCSSLDGLLTEHGPFLIQPDGVTLEYNPYAWNLIANVLYIESPAGVGFSYSDDKMYVTNDTEVAENNYEALKDFFRLFPEYKDNKLFLTGESYAGIYIPTLAVLVMQDPSMNLQGLAVGNGLASYEQNDNSLVYFAYYHGLLGNRLWTSLQTHCCAQNKCNFYDNKDPECVNNLLEVSRIVGKSGLNIYNLYAPCAGGVPGRHRYEDTLVVQDFGNIFT.... Result: 1 (interaction). (6) The miRNA is hsa-miR-3648 with sequence AGCCGCGGGGAUCGCCGAGGG. The protein sequence of the target gene is MADTACLALRLLAALREEEARAVEELLRLGADPNLVLDDGAAAVHLAARASHPRALHCLRMLLRWGADPNARSAEGLTPVHVAAAWGCCGALELLLSRGGDPTLRDQDGLRPLDWALQQRHHNCARVLQELDTPTQPDETREPTETFHVAQGSFETETCQGPALAESSGVSQDSELHVHRAELEVEAVEVAVHPQSSEATENSDYSSDASFVTAVEDSLQPGRPGGALELVAGLWVTRGAVSAGKGAPNCQPQVLTLTARDTDKPVLPGDGDLGALHPHSSVPPMSDLQLLQALRALGYS.... Result: 0 (no interaction). (7) The miRNA is hsa-miR-6828-3p with sequence AUCUGCUCUCUUGUUCCCAG. The protein sequence of the target gene is MASVAGDSAMEVVPALAEEAAAEATGPSCLVQLPGEVLEYILCSGSLTALDIGRVSSTCRRLREVCQSSGQVWKEQFRVRWPSLMKHYSPTDYVNWLEEYKVRQKAGLEARKIVASFSKRFFSEHVPCNGFSDIENLEGPEIFFEDELVCILNMEGRKALTWKYYAKKILYYLRQQKILNNLKAFLQQPDDYESYLEGAVYIDQYCNPLSDISFRDIQAQIHSIVELVCKTLRGINSRHPSLTFRAGESSMIMEIELQSQVLDAINYVLYDQLKFKGNRMDYYNALNLYMHQVLTRRTGI.... Result: 0 (no interaction). (8) The miRNA is hsa-miR-4268 with sequence GGCUCCUCCUCUCAGGAUGUG. The protein sequence of the target gene is MPKRRDILAIVLIVLPWTLLITVWHQSTLAPLLAVHKDEGSDPRRETPPGADPREYCTSDRDIVEVVRTEYVYTRPPPWSDTLPTIHVVTPTYSRPVQKAELTRMANTLLHVPNLHWLVVEDAPRRTPLTARLLRDTGLNYTHLHVETPRNYKLRGDARDPRIPRGTMQRNLALRWLRETFPRNSSQPGVVYFADDDNTYSLELFEEMRSTRRVSVWPVAFVGGLRYEAPRVNGAGKVVGWKTVFDPHRPFAIDMAGFAVNLRLILQRSQAYFKLRGVKGGYQESSLLRELVTLNDLEPK.... Result: 0 (no interaction).